Regression. Given a peptide amino acid sequence and an MHC pseudo amino acid sequence, predict their binding affinity value. This is MHC class II binding data. From a dataset of Peptide-MHC class II binding affinity with 134,281 pairs from IEDB. (1) The peptide sequence is DELQIVDKIDAAFKI. The MHC is DRB1_1101 with pseudo-sequence DRB1_1101. The binding affinity (normalized) is 0.511. (2) The peptide sequence is AFILDGDNLFTKV. The MHC is DRB1_0401 with pseudo-sequence DRB1_0401. The binding affinity (normalized) is 0.652. (3) The peptide sequence is KFTVFEAAFNKAIKE. The MHC is HLA-DQA10103-DQB10603 with pseudo-sequence HLA-DQA10103-DQB10603. The binding affinity (normalized) is 0.194. (4) The peptide sequence is TIKAERTEQKDFDGR. The MHC is HLA-DQA10101-DQB10501 with pseudo-sequence HLA-DQA10101-DQB10501. The binding affinity (normalized) is 0. (5) The peptide sequence is SSCEVALSYYPTPLA. The MHC is DRB1_0301 with pseudo-sequence DRB1_0301. The binding affinity (normalized) is 0.222. (6) The peptide sequence is LFFNHHKVMLLGHDD. The MHC is HLA-DPA10301-DPB10402 with pseudo-sequence HLA-DPA10301-DPB10402. The binding affinity (normalized) is 0.505. (7) The binding affinity (normalized) is 0.263. The MHC is HLA-DPA10103-DPB10401 with pseudo-sequence HLA-DPA10103-DPB10401. The peptide sequence is KGSNPNYLALLVKYV.